Dataset: Catalyst prediction with 721,799 reactions and 888 catalyst types from USPTO. Task: Predict which catalyst facilitates the given reaction. Reactant: [Br:1]N1C(=O)CCC1=O.[Br:9][C:10]1[CH:15]=[C:14]([CH3:16])[CH:13]=[CH:12][N:11]=1.N(C(C)(C)C#N)=NC(C)(C)C#N. Product: [Br:9][C:10]1[CH:15]=[C:14]([CH2:16][Br:1])[CH:13]=[CH:12][N:11]=1. The catalyst class is: 53.